From a dataset of Forward reaction prediction with 1.9M reactions from USPTO patents (1976-2016). Predict the product of the given reaction. (1) The product is: [F:1][CH:2]([F:29])[C:3]([N:5]1[C@H:9]([CH2:10][F:11])[C@@H:8]([C:12]2[CH:17]=[CH:16][C:15]([C:31]3[CH:36]=[N:35][C:34]([CH2:37][OH:38])=[CH:33][CH:32]=3)=[CH:14][CH:13]=2)[O:7][C:6]1([CH3:27])[CH3:28])=[O:4]. Given the reactants [F:1][CH:2]([F:29])[C:3]([N:5]1[C@H:9]([CH2:10][F:11])[C@@H:8]([C:12]2[CH:17]=[CH:16][C:15](B3OC(C)(C)C(C)(C)O3)=[CH:14][CH:13]=2)[O:7][C:6]1([CH3:28])[CH3:27])=[O:4].Br[C:31]1[CH:32]=[CH:33][C:34]([CH2:37][OH:38])=[N:35][CH:36]=1.C(=O)(O)[O-].[Na+], predict the reaction product. (2) Given the reactants C1(C)C(C)=CC=CC=1.[C:9]([N:11]=[C:12]([NH2:14])[NH2:13])#[N:10].[ClH:15].[CH3:16][NH:17][CH3:18].N#N, predict the reaction product. The product is: [CH3:16][N:17]([C:9]([N:11]=[C:12]([NH2:14])[NH2:13])=[NH:10])[CH3:18].[ClH:15]. (3) Given the reactants [C:1]([CH2:3][C:4]1[CH:5]=[CH:6][C:7]([O:39][CH3:40])=[C:8]([N:10]2[C:19]3[C:14](=[CH:15][C:16]([S:20]([N:23]([C:33]4[CH:37]=[CH:36][O:35][N:34]=4)CC4C=CC(OC)=CC=4)(=[O:22])=[O:21])=[CH:17][CH:18]=3)[CH:13]=[CH:12][C:11]2=[O:38])[CH:9]=1)#[N:2].C(O)(C(F)(F)F)=O, predict the reaction product. The product is: [C:1]([CH2:3][C:4]1[CH:5]=[CH:6][C:7]([O:39][CH3:40])=[C:8]([N:10]2[C:19]3[C:14](=[CH:15][C:16]([S:20]([NH:23][C:33]4[CH:37]=[CH:36][O:35][N:34]=4)(=[O:21])=[O:22])=[CH:17][CH:18]=3)[CH:13]=[CH:12][C:11]2=[O:38])[CH:9]=1)#[N:2]. (4) Given the reactants [Br:1][C:2]1[CH:7]=[CH:6][C:5]([CH2:8][CH2:9][OH:10])=[C:4]([F:11])[CH:3]=1.[C:12](OC(=O)C)(=[O:14])[CH3:13], predict the reaction product. The product is: [C:12]([O:10][CH2:9][CH2:8][C:5]1[CH:6]=[CH:7][C:2]([Br:1])=[CH:3][C:4]=1[F:11])(=[O:14])[CH3:13]. (5) Given the reactants C[O:2][C:3](=O)[C:4]1[CH:9]=[CH:8][C:7]([Br:10])=[C:6]([OH:11])[CH:5]=1.CC(C[AlH]CC(C)C)C, predict the reaction product. The product is: [Br:10][C:7]1[CH:8]=[CH:9][C:4]([CH2:3][OH:2])=[CH:5][C:6]=1[OH:11]. (6) Given the reactants Cl.[Br:2][C:3]1[CH:8]=[CH:7][N:6]=[CH:5][CH:4]=1.[Li+].CC([N-]C(C)C)C.I[C:18]1[CH:23]=[CH:22][CH:21]=[CH:20][CH:19]=1, predict the reaction product. The product is: [Br:2][C:3]1[CH:8]=[CH:7][N:6]=[CH:5][C:4]=1[C:18]1[CH:23]=[CH:22][CH:21]=[CH:20][CH:19]=1.